From a dataset of Experimentally validated miRNA-target interactions with 360,000+ pairs, plus equal number of negative samples. Binary Classification. Given a miRNA mature sequence and a target amino acid sequence, predict their likelihood of interaction. The miRNA is hsa-miR-17-5p with sequence CAAAGUGCUUACAGUGCAGGUAG. The protein sequence of the target gene is MASRQPEVPALEASAPLGKMSLPIGIYRRAVSYDDTLEDPAPMTPPPSDMGSVPWKPVIPERKYQHLAKVEEGEASLPSPAMTLSSAIDSVDKVPVVKAKATHVIMNSLITKQTQESIQHFERQAGLRDAGYTPHKGLTTEETKYLRVAEALHKLKLQSGEVTKEERQPASAQSTPSTTPHSSPKQRPRGWFTSGSSTALPGPNPSTMDSGSGDKDRNLSDKWSLFGPRSLQKYDSGSFATQAYRGAQKPSPLELIRAQANRMAEDPAALKPPKMDIPVMEGKKQPPRAHNLKPRDLNVL.... Result: 1 (interaction).